The task is: Predict the product of the given reaction.. This data is from Forward reaction prediction with 1.9M reactions from USPTO patents (1976-2016). Given the reactants Cl[C:2]1[C:3]([CH2:15][O:16][CH3:17])=[N:4][CH:5]=[C:6]([N:8]2[C:12]([CH3:13])=[CH:11][C:10]([CH3:14])=[N:9]2)[N:7]=1.[Cl:18][C:19]1[CH:25]=[CH:24][C:22]([NH2:23])=[CH:21][CH:20]=1.C(=O)([O-])[O-].[Cs+].[Cs+], predict the reaction product. The product is: [Cl:18][C:19]1[CH:25]=[CH:24][C:22]([NH:23][C:2]2[C:3]([CH2:15][O:16][CH3:17])=[N:4][CH:5]=[C:6]([N:8]3[C:12]([CH3:13])=[CH:11][C:10]([CH3:14])=[N:9]3)[N:7]=2)=[CH:21][CH:20]=1.